Dataset: Reaction yield outcomes from USPTO patents with 853,638 reactions. Task: Predict the reaction yield, written as a fraction of the theoretical maximum amount of product (1.0 means a 100% yield; for example, 0.34 means a 34% yield). (1) The reactants are [S:1]1[CH:5]=[CH:4][CH:3]=[C:2]1[CH2:6][CH2:7][NH:8][C:9]1[C:10]([NH2:24])=[CH:11][CH:12]=[C:13]([O:15]COCC[Si](C)(C)C)[CH:14]=1.[CH:25](=O)[C:26]1[CH:31]=[CH:30][C:29]([O:32][CH3:33])=[CH:28][CH:27]=1. The catalyst is C(O)C. The product is [OH:15][C:13]1[CH:12]=[CH:11][C:10]2[N:24]=[C:25]([C:26]3[CH:31]=[CH:30][C:29]([O:32][CH3:33])=[CH:28][CH:27]=3)[N:8]([CH2:7][CH2:6][C:2]3[S:1][CH:5]=[CH:4][CH:3]=3)[C:9]=2[CH:14]=1. The yield is 0.260. (2) The reactants are [NH2:1][C:2]1[N:3]=[CH:4][C:5]([N:8]2[CH2:13][CH2:12][N:11]([C:14]([O:16][C:17]([CH3:20])([CH3:19])[CH3:18])=[O:15])[CH2:10][CH2:9]2)=[N:6][CH:7]=1.Br[C:22]1[C:23](=[O:30])[N:24]([CH3:29])[CH:25]=[C:26]([Br:28])[CH:27]=1.C1C=CC(P(C2C=CC3C(=CC=CC=3)C=2C2C3C(=CC=CC=3)C=CC=2P(C2C=CC=CC=2)C2C=CC=CC=2)C2C=CC=CC=2)=CC=1.C([O-])([O-])=O.[Cs+].[Cs+]. The catalyst is O1CCOCC1.C([O-])(=O)C.C([O-])(=O)C.[Pd+2]. The product is [Br:28][C:26]1[CH:27]=[C:22]([NH:1][C:2]2[N:3]=[CH:4][C:5]([N:8]3[CH2:9][CH2:10][N:11]([C:14]([O:16][C:17]([CH3:20])([CH3:19])[CH3:18])=[O:15])[CH2:12][CH2:13]3)=[N:6][CH:7]=2)[C:23](=[O:30])[N:24]([CH3:29])[CH:25]=1. The yield is 0.540.